This data is from Rat liver microsome stability data. The task is: Regression/Classification. Given a drug SMILES string, predict its absorption, distribution, metabolism, or excretion properties. Task type varies by dataset: regression for continuous measurements (e.g., permeability, clearance, half-life) or binary classification for categorical outcomes (e.g., BBB penetration, CYP inhibition). Dataset: rlm. The molecule is Fc1ccc2[nH]c(CNc3nc(N4CCOCC4)nc4c3ncn4-c3ccsc3)nc2c1F. The result is 1 (stable in rat liver microsomes).